Dataset: Full USPTO retrosynthesis dataset with 1.9M reactions from patents (1976-2016). Task: Predict the reactants needed to synthesize the given product. (1) Given the product [CH3:28][S:27][CH2:26][CH2:25][C@@H:24]1[NH:23][C:11]2([CH2:12][CH2:13][N:8]([C:6]([O:5][C:1]([CH3:4])([CH3:3])[CH3:2])=[O:7])[CH2:9][CH2:10]2)[NH:31][C:29]1=[O:30], predict the reactants needed to synthesize it. The reactants are: [C:1]([O:5][C:6]([N:8]1[CH2:13][CH2:12][CH2:11][CH2:10][C:9]1=O)=[O:7])([CH3:4])([CH3:3])[CH3:2].C(N(CC)CC)C.Cl.[NH2:23][C@H:24]([C:29]([NH2:31])=[O:30])[CH2:25][CH2:26][S:27][CH3:28].O. (2) Given the product [Cl:15][C:10]1[C:5]2[CH:4]=[CH:3][C:2]([Cl:1])=[N:12][C:6]=2[N:7]=[CH:8][N:9]=1, predict the reactants needed to synthesize it. The reactants are: [Cl:1][C:2]1[CH:3]=[CH:4][C:5]2[C:10](O)=[N:9][CH:8]=[N:7][C:6]=2[N:12]=1.P(Cl)(Cl)([Cl:15])=O. (3) Given the product [OH:5][CH2:6][C:8]1[C:9]([C:19]2[CH2:24][CH2:23][N:22]([C:25]([O:27][C:28]([CH3:31])([CH3:30])[CH3:29])=[O:26])[CH2:21][CH:20]=2)=[N:10][N:11]([CH:13]2[CH2:18][CH2:17][CH2:16][CH2:15][O:14]2)[CH:12]=1, predict the reactants needed to synthesize it. The reactants are: [Li+].[BH4-].C([O:5][C:6]([C:8]1[C:9]([C:19]2[CH2:24][CH2:23][N:22]([C:25]([O:27][C:28]([CH3:31])([CH3:30])[CH3:29])=[O:26])[CH2:21][CH:20]=2)=[N:10][N:11]([CH:13]2[CH2:18][CH2:17][CH2:16][CH2:15][O:14]2)[CH:12]=1)=O)C.CO. (4) Given the product [N+:11]([C:14]1[CH:15]=[N:16][N:17]([C:2]2[CH:1]=[N:9][CH:6]=[CH:5][CH:3]=2)[CH:18]=1)([O-:13])=[O:12], predict the reactants needed to synthesize it. The reactants are: [CH:1](=[N:9]O)[C:2]1[C:3](=[CH:5][CH:6]=CC=1)O.[N+:11]([C:14]1[CH:15]=[N:16][NH:17][CH:18]=1)([O-:13])=[O:12].C(=O)([O-])[O-].[Cs+].[Cs+].BrC1C=NC=CC=1. (5) Given the product [F:34][C:32]([F:33])([F:35])[C:31]([NH:30][C:28]1[CH:27]=[CH:26][C:25]([S:37](=[O:38])(=[O:39])[NH:1][C:2]2[CH:3]=[CH:4][C:5]3[CH2:9][O:8][B:7]([OH:10])[C:6]=3[CH:11]=2)=[C:24]([CH2:23][CH2:22][S:20]([CH3:19])=[O:21])[CH:29]=1)=[O:36], predict the reactants needed to synthesize it. The reactants are: [NH2:1][C:2]1[CH:3]=[CH:4][C:5]2[CH2:9][O:8][B:7]([OH:10])[C:6]=2[CH:11]=1.CN1CCOCC1.[CH3:19][S:20]([CH2:22][CH2:23][C:24]1[CH:29]=[C:28]([NH:30][C:31](=[O:36])[C:32]([F:35])([F:34])[F:33])[CH:27]=[CH:26][C:25]=1[S:37](Cl)(=[O:39])=[O:38])=[O:21]. (6) Given the product [Cl:39][C:11]1[C:10](=[O:40])[N:9]([O:8][CH2:1][CH2:2][OH:58])[CH:14]=[C:13]([C:15]([N:17]2[CH2:22][CH2:21][CH:20]([C:23]3[CH:24]=[CH:25][C:26]([F:29])=[CH:27][CH:28]=3)[CH2:19][CH2:18]2)=[O:16])[C:12]=1[NH:30][C:31]1[CH:36]=[C:35]([Cl:37])[CH:34]=[CH:33][C:32]=1[CH3:38], predict the reactants needed to synthesize it. The reactants are: [CH2:1]([O:8][N:9]1[CH:14]=[C:13]([C:15]([N:17]2[CH2:22][CH2:21][CH:20]([C:23]3[CH:28]=[CH:27][C:26]([F:29])=[CH:25][CH:24]=3)[CH2:19][CH2:18]2)=[O:16])[C:12]([NH:30][C:31]2[CH:36]=[C:35]([Cl:37])[CH:34]=[CH:33][C:32]=2[CH3:38])=[C:11]([Cl:39])[C:10]1=[O:40])[C:2]1C=CC=CC=1.ClC1C(=O)N(O)C=C(C(N2CCC(C3C=CC(F)=CC=3)CC2)=[O:58])C=1NC1C=C(Cl)C=CC=1C.BrCCO. (7) The reactants are: [OH:1][C:2]1[CH:10]=[CH:9][C:8]([C:11]2[N:12]([C:27]([O:29][C:30]([CH3:33])([CH3:32])[CH3:31])=[O:28])[C:13]3[C:18]([CH:19]=2)=[CH:17][C:16]([CH2:20][N:21]2[CH2:26][CH2:25][CH2:24][CH2:23][CH2:22]2)=[CH:15][CH:14]=3)=[C:7]2[C:3]=1[CH2:4][NH:5][C:6]2=[O:34].C(N(CC)CC)C.[F:42][C:43]1[CH:44]=[C:45]([S:49](Cl)(=[O:51])=[O:50])[CH:46]=[CH:47][CH:48]=1. Given the product [F:42][C:43]1[CH:44]=[C:45]([S:49]([O:1][C:2]2[CH:10]=[CH:9][C:8]([C:11]3[N:12]([C:27]([O:29][C:30]([CH3:31])([CH3:33])[CH3:32])=[O:28])[C:13]4[C:18]([CH:19]=3)=[CH:17][C:16]([CH2:20][N:21]3[CH2:26][CH2:25][CH2:24][CH2:23][CH2:22]3)=[CH:15][CH:14]=4)=[C:7]3[C:3]=2[CH2:4][NH:5][C:6]3=[O:34])(=[O:51])=[O:50])[CH:46]=[CH:47][CH:48]=1, predict the reactants needed to synthesize it.